From a dataset of Forward reaction prediction with 1.9M reactions from USPTO patents (1976-2016). Predict the product of the given reaction. (1) Given the reactants [CH3:1][S:2]([C:5]1[S:9][C:8]([CH2:10][NH:11][C:12]([C:14]2[C:19](=[O:20])[C:18](Br)=[C:17]([CH3:22])[N:16]([CH:23]([CH3:25])[CH3:24])[CH:15]=2)=[O:13])=[CH:7][CH:6]=1)(=[O:4])=[O:3].[F:26][CH:27]([F:37])[C:28]1[CH:29]=[C:30](B(O)O)[CH:31]=[CH:32][CH:33]=1, predict the reaction product. The product is: [CH3:1][S:2]([C:5]1[S:9][C:8]([CH2:10][NH:11][C:12]([C:14]2[C:19](=[O:20])[C:18]([C:32]3[CH:31]=[CH:30][CH:29]=[C:28]([CH:27]([F:37])[F:26])[CH:33]=3)=[C:17]([CH3:22])[N:16]([CH:23]([CH3:25])[CH3:24])[CH:15]=2)=[O:13])=[CH:7][CH:6]=1)(=[O:4])=[O:3]. (2) Given the reactants C([O:4][C@@H:5]1[C@@H:13]([C@@:14]2([CH3:29])[CH2:19][CH2:18][C@H:17]([O:20]C(=O)C)[CH2:16][C@@H:15]2[CH2:24][CH2:25][C:26]([NH2:28])=[O:27])[CH2:12][CH2:11][C@@:10]2([CH3:30])[C@H:6]1[CH2:7][CH2:8][C:9]2=[CH2:31])(=O)C.C[O-].[Na+], predict the reaction product. The product is: [OH:20][C@@H:17]1[CH2:16][C@H:15]([CH2:24][CH2:25][C:26]([NH2:28])=[O:27])[C@:14]([C@H:13]2[CH2:12][CH2:11][C@@:10]3([CH3:30])[C@@H:6]([CH2:7][CH2:8][C:9]3=[CH2:31])[C@@H:5]2[OH:4])([CH3:29])[CH2:19][CH2:18]1. (3) The product is: [CH3:29][N:28]([CH3:30])[S:25]([C:19]1[CH:20]=[CH:21][C:22]([O:1][C:2]2[C:7]3[CH:8]=[C:9]([CH3:11])[O:10][C:6]=3[CH:5]=[C:4]([C:12]([O:14][CH2:15][CH3:16])=[O:13])[CH:3]=2)=[CH:23][C:18]=1[F:17])(=[O:27])=[O:26]. Given the reactants [OH:1][C:2]1[C:7]2[CH:8]=[C:9]([CH3:11])[O:10][C:6]=2[CH:5]=[C:4]([C:12]([O:14][CH2:15][CH3:16])=[O:13])[CH:3]=1.[F:17][C:18]1[CH:23]=[C:22](F)[CH:21]=[CH:20][C:19]=1[S:25]([N:28]([CH3:30])[CH3:29])(=[O:27])=[O:26].C([O-])([O-])=O.[Cs+].[Cs+], predict the reaction product. (4) Given the reactants [OH:1][C:2]1[CH:3]=[C:4]([CH:8]=[CH:9][C:10]=1[N+:11]([O-:13])=[O:12])[C:5](O)=[O:6].B(OC)(OC)OC.B(F)(F)F.CCOCC.CO, predict the reaction product. The product is: [OH:6][CH2:5][C:4]1[CH:8]=[CH:9][C:10]([N+:11]([O-:13])=[O:12])=[C:2]([OH:1])[CH:3]=1. (5) Given the reactants Br[C:2]1[C:3](=[O:20])[N:4]([C:14]2[CH:19]=[CH:18][CH:17]=[CH:16][CH:15]=2)[CH:5]=[C:6]([C:8]2[CH:13]=[CH:12][CH:11]=[CH:10][N:9]=2)[CH:7]=1.C1(C)C=CC=CC=1P(C1C=CC=CC=1C)C1C=CC=CC=1C.C(N(CC)CC)C.[CH:50]([C:52]1[CH:57]=[CH:56][CH:55]=[CH:54][N:53]=1)=[CH2:51], predict the reaction product. The product is: [N:53]1[CH:54]=[CH:55][CH:56]=[CH:57][C:52]=1[CH:50]=[CH:51][C:2]1[C:3](=[O:20])[N:4]([C:14]2[CH:19]=[CH:18][CH:17]=[CH:16][CH:15]=2)[CH:5]=[C:6]([C:8]2[CH:13]=[CH:12][CH:11]=[CH:10][N:9]=2)[CH:7]=1.